This data is from Full USPTO retrosynthesis dataset with 1.9M reactions from patents (1976-2016). The task is: Predict the reactants needed to synthesize the given product. (1) Given the product [CH3:1][C:2]1([CH3:23])[CH2:6][O:5][C:4](=[O:7])[N:3]1[C:8]1[S:9][C:10]2[CH:20]=[CH:19][C:18]3[C:13](=[CH:14][CH:15]=[C:16]([C:21]#[N:22])[CH:17]=3)[C:11]=2[N:12]=1, predict the reactants needed to synthesize it. The reactants are: [CH3:1][C:2]1([CH3:23])[CH2:6][O:5][C:4](=[O:7])[N:3]1[C:8]1[S:9][C:10]2[CH2:20][CH2:19][C:18]3[C:13](=[CH:14][CH:15]=[C:16]([C:21]#[N:22])[CH:17]=3)[C:11]=2[N:12]=1.BrNC(=O)CCC(N)=O.N(C(C)(C)C#N)=NC(C)(C)C#N. (2) Given the product [Br:1][C:2]1[CH:7]=[CH:6][C:5]([Br:8])=[CH:4][C:3]=1[S:9]([N:12]([CH2:28][CH2:29][CH3:30])[C@@H:13]1[CH2:17][CH2:16][N:15]([C:18]([O:20][C:21]([CH3:24])([CH3:23])[CH3:22])=[O:19])[CH2:14]1)(=[O:11])=[O:10], predict the reactants needed to synthesize it. The reactants are: [Br:1][C:2]1[CH:7]=[CH:6][C:5]([Br:8])=[CH:4][C:3]=1[S:9]([NH:12][C@@H:13]1[CH2:17][CH2:16][N:15]([C:18]([O:20][C:21]([CH3:24])([CH3:23])[CH3:22])=[O:19])[CH2:14]1)(=[O:11])=[O:10].[H-].[Na+].Br[CH2:28][CH2:29][CH3:30]. (3) Given the product [F:1][C:2]1[CH:7]=[CH:6][C:5]([CH2:8][CH2:9][S:10][CH:11]([CH2:16][C:17]2[CH:22]=[CH:21][C:20]([CH2:23][CH2:24][O:25][C:26]3[CH:27]=[CH:28][C:29]([O:32][S:33]([CH3:36])(=[O:35])=[O:34])=[CH:30][CH:31]=3)=[CH:19][CH:18]=2)[C:12]([OH:14])=[O:13])=[CH:4][CH:3]=1, predict the reactants needed to synthesize it. The reactants are: [F:1][C:2]1[CH:7]=[CH:6][C:5]([CH2:8][CH2:9][S:10][CH:11]([CH2:16][C:17]2[CH:22]=[CH:21][C:20]([CH2:23][CH2:24][O:25][C:26]3[CH:31]=[CH:30][C:29]([O:32][S:33]([CH3:36])(=[O:35])=[O:34])=[CH:28][CH:27]=3)=[CH:19][CH:18]=2)[C:12]([O:14]C)=[O:13])=[CH:4][CH:3]=1.[OH-].[Li+].